Dataset: Forward reaction prediction with 1.9M reactions from USPTO patents (1976-2016). Task: Predict the product of the given reaction. (1) Given the reactants [N:1]([CH:4]([CH3:28])[CH2:5][O:6][CH:7]1[CH2:27][C:11]2[N:12]=[C:13]([C:15]3[CH:20]=[CH:19][C:18]([O:21][CH2:22][CH:23]4[CH2:25][CH2:24]4)=[C:17]([Cl:26])[CH:16]=3)[O:14][C:10]=2[CH2:9][CH2:8]1)=[N+]=[N-].C1(P([C:42]2[CH:47]=CC=CC=2)C2C=CC=CC=2)C=CC=CC=1.[OH2:48], predict the reaction product. The product is: [Cl:26][C:17]1[CH:16]=[C:15]([C:13]2[O:14][C:10]3[CH2:9][CH2:8][CH:7]([O:6][CH2:5][CH:4]([NH:1][C:47](=[O:48])[CH3:42])[CH3:28])[CH2:27][C:11]=3[N:12]=2)[CH:20]=[CH:19][C:18]=1[O:21][CH2:22][CH:23]1[CH2:25][CH2:24]1. (2) The product is: [CH3:28][C:27]([CH3:30])([CH3:29])[CH2:26][C:13]1[N:12]=[C:11]([CH2:10][O:9][C:6]2[N:5]=[CH:4][N:3]=[C:2](/[CH:39]=[CH:40]/[C:41]([O:43][CH2:44][CH3:45])=[O:42])[C:7]=2[F:8])[CH:16]=[CH:15][C:14]=1[C:17]1[CH:22]=[C:21]([O:23][CH3:24])[CH:20]=[CH:19][C:18]=1[F:25]. Given the reactants Cl[C:2]1[C:7]([F:8])=[C:6]([O:9][CH2:10][C:11]2[CH:16]=[CH:15][C:14]([C:17]3[CH:22]=[C:21]([O:23][CH3:24])[CH:20]=[CH:19][C:18]=3[F:25])=[C:13]([CH2:26][C:27]([CH3:30])([CH3:29])[CH3:28])[N:12]=2)[N:5]=[CH:4][N:3]=1.CC1(C)C(C)(C)OB([CH:39]=[CH:40][C:41]([O:43][CH2:44][CH3:45])=[O:42])O1.C(=O)([O-])[O-].[Cs+].[Cs+].C1(P(C2CCCCC2)C2C=CC=CC=2C2C(OC)=CC=CC=2OC)CCCCC1, predict the reaction product. (3) Given the reactants Br[C:2]1[CH:3]=[C:4]2[C:9](=[CH:10][CH:11]=1)[NH:8][CH2:7][CH:6]([CH2:12][CH3:13])[CH2:5]2.[CH3:14][N:15]1[CH:19]=[C:18](B2OC(C)(C)C(C)(C)O2)[CH:17]=[N:16]1.C([O-])([O-])=O.[K+].[K+], predict the reaction product. The product is: [CH2:12]([CH:6]1[CH2:5][C:4]2[C:9](=[CH:10][CH:11]=[C:2]([C:18]3[CH:17]=[N:16][N:15]([CH3:14])[CH:19]=3)[CH:3]=2)[NH:8][CH2:7]1)[CH3:13].